Task: Predict which catalyst facilitates the given reaction.. Dataset: Catalyst prediction with 721,799 reactions and 888 catalyst types from USPTO Reactant: Cl[C:2]1[C:6]([C:7]([N:9]([O:11][CH3:12])[CH3:10])=[O:8])=[CH:5][N:4]([CH2:13][C:14]2[CH:19]=[CH:18][C:17]([O:20][CH3:21])=[CH:16][CH:15]=2)[N:3]=1.[NH:22]1[CH2:26][CH2:25][CH2:24][CH2:23]1.CCOC(C)=O. Product: [CH3:12][O:11][N:9]([CH3:10])[C:7]([C:6]1[C:2]([N:22]2[CH2:26][CH2:25][CH2:24][CH2:23]2)=[N:3][N:4]([CH2:13][C:14]2[CH:19]=[CH:18][C:17]([O:20][CH3:21])=[CH:16][CH:15]=2)[CH:5]=1)=[O:8]. The catalyst class is: 37.